Dataset: Catalyst prediction with 721,799 reactions and 888 catalyst types from USPTO. Task: Predict which catalyst facilitates the given reaction. (1) Reactant: [F:1][C:2]1[CH:7]=[C:6]([F:8])[CH:5]=[CH:4][C:3]=1[NH:9][C:10]1[N:15]=[CH:14][C:13]([C:16]([C:18]2[CH:23]=[C:22]([C:24]3[CH:29]=[CH:28][N:27]=[C:26]([S:30][CH3:31])[N:25]=3)[CH:21]=[CH:20][C:19]=2[O:32][CH3:33])=[O:17])=[CH:12][CH:11]=1.C1C=C(Cl)C=C(C(OO)=[O:42])C=1. Product: [F:1][C:2]1[CH:7]=[C:6]([F:8])[CH:5]=[CH:4][C:3]=1[NH:9][C:10]1[N:15]=[CH:14][C:13]([C:16]([C:18]2[CH:23]=[C:22]([C:24]3[CH:29]=[CH:28][N:27]=[C:26]([S:30]([CH3:31])=[O:42])[N:25]=3)[CH:21]=[CH:20][C:19]=2[O:32][CH3:33])=[O:17])=[CH:12][CH:11]=1. The catalyst class is: 2. (2) Reactant: [Br:1][C:2]1[CH:3]=[C:4]([CH:8]2[CH2:11][C:10](=O)[CH2:9]2)[CH:5]=[CH:6][CH:7]=1.[CH3:13][O:14][C:15](=[O:36])[CH:16]=P(C1C=CC=CC=1)(C1C=CC=CC=1)C1C=CC=CC=1. Product: [CH3:13][O:14][C:15](=[O:36])[CH:16]=[C:10]1[CH2:11][CH:8]([C:4]2[CH:5]=[CH:6][CH:7]=[C:2]([Br:1])[CH:3]=2)[CH2:9]1. The catalyst class is: 4. (3) Reactant: [CH:1]1([NH:4][C:5]([C:7]2[C:8]3[CH2:9][CH2:10][C:11]4([NH:20][C:21]=3[C:22]3[N:27]=[C:26]([CH3:28])[N:25]([CH3:29])[C:23]=3[CH:24]=2)[CH2:19][C:18]2[C:13](=[CH:14][CH:15]=[CH:16][CH:17]=2)[CH2:12]4)=[O:6])[CH2:3][CH2:2]1.[CH3:30][S:31]([OH:34])(=[O:33])=[O:32]. Product: [CH3:30][S:31]([OH:34])(=[O:33])=[O:32].[CH:1]1([NH:4][C:5]([C:7]2[C:8]3[CH2:9][CH2:10][C:11]4([NH:20][C:21]=3[C:22]3[N:27]=[C:26]([CH3:28])[N:25]([CH3:29])[C:23]=3[CH:24]=2)[CH2:19][C:18]2[C:13](=[CH:14][CH:15]=[CH:16][CH:17]=2)[CH2:12]4)=[O:6])[CH2:2][CH2:3]1. The catalyst class is: 5.